This data is from Catalyst prediction with 721,799 reactions and 888 catalyst types from USPTO. The task is: Predict which catalyst facilitates the given reaction. (1) Reactant: [F:1][C:2]1[CH:9]=[CH:8][C:7]([N+:10]([O-])=O)=[CH:6][C:3]=1[C:4]#[N:5]. Product: [NH2:10][C:7]1[CH:8]=[CH:9][C:2]([F:1])=[C:3]([CH:6]=1)[C:4]#[N:5]. The catalyst class is: 29. (2) Reactant: CCCC[N+](CCCC)(CCCC)CCCC.[F-:18].O.[CH2:20]([O:27][C:28]1[CH:51]=[C:50]([Cl:52])[C:31]([CH2:32][C@@H:33]2[CH2:37][CH2:36][N:35]([C@H:38]3[CH2:43][CH2:42][C@H:41](OS(C)(=O)=O)[CH2:40][CH2:39]3)[C:34]2=[O:49])=[C:30]([Cl:53])[CH:29]=1)[C:21]1[CH:26]=[CH:25][CH:24]=[CH:23][CH:22]=1. Product: [CH2:20]([O:27][C:28]1[CH:51]=[C:50]([Cl:52])[C:31]([CH2:32][C@@H:33]2[CH2:37][CH2:36][N:35]([C@H:38]3[CH2:43][CH2:42][C@@H:41]([F:18])[CH2:40][CH2:39]3)[C:34]2=[O:49])=[C:30]([Cl:53])[CH:29]=1)[C:21]1[CH:26]=[CH:25][CH:24]=[CH:23][CH:22]=1. The catalyst class is: 10. (3) Reactant: [Cl:1][C:2]1[N:7]=[C:6]([NH:8][C:9](=[O:14])[C:10]([CH3:13])([CH3:12])[CH3:11])[CH:5]=[CH:4][CH:3]=1.[Cl:15]N1C(=O)CCC1=O. Product: [Cl:15][C:3]1[CH:4]=[CH:5][C:6]([NH:8][C:9](=[O:14])[C:10]([CH3:11])([CH3:13])[CH3:12])=[N:7][C:2]=1[Cl:1]. The catalyst class is: 22. (4) Reactant: [C:1]([C:5]1[CH:10]=[CH:9][C:8]([OH:11])=[C:7]([CH3:12])[CH:6]=1)([CH3:4])([CH3:3])[CH3:2].[F:13][C:14]([F:27])([F:26])[S:15](O[S:15]([C:14]([F:27])([F:26])[F:13])(=[O:17])=[O:16])(=[O:17])=[O:16].N1C=CC=CC=1.O. Product: [F:13][C:14]([F:27])([F:26])[S:15]([O:11][C:8]1[CH:9]=[CH:10][C:5]([C:1]([CH3:4])([CH3:3])[CH3:2])=[CH:6][C:7]=1[CH3:12])(=[O:17])=[O:16]. The catalyst class is: 2. (5) Reactant: C(O)(C(F)(F)F)=O.C(O[C:13]([N:15](C)[C:16]1[CH:40]=[CH:39][C:19]([O:20][C:21]2[CH:22]=[CH:23][C:24]([NH:31][C:32]3[CH:37]=[CH:36][C:35]([Cl:38])=[CH:34][CH:33]=3)=[C:25]([CH:30]=2)[C:26]([O:28][CH3:29])=[O:27])=[CH:18][CH:17]=1)=O)(C)(C)C. Product: [Cl:38][C:35]1[CH:34]=[CH:33][C:32]([NH:31][C:24]2[CH:23]=[CH:22][C:21]([O:20][C:19]3[CH:18]=[CH:17][C:16]([NH:15][CH3:13])=[CH:40][CH:39]=3)=[CH:30][C:25]=2[C:26]([O:28][CH3:29])=[O:27])=[CH:37][CH:36]=1. The catalyst class is: 2. (6) Reactant: Br[C:2]1[CH:7]=[CH:6][C:5]([O:8][CH2:9][CH2:10][CH2:11][CH3:12])=[C:4]([F:13])[C:3]=1[O:14]COCCOC.C([Li])CCC.[CH:26](N1CCCCC1)=[O:27]. Product: [F:13][C:4]1[C:3]([OH:14])=[C:2]([CH:7]=[CH:6][C:5]=1[O:8][CH2:9][CH2:10][CH2:11][CH3:12])[CH:26]=[O:27]. The catalyst class is: 134.